Task: Predict the product of the given reaction.. Dataset: Forward reaction prediction with 1.9M reactions from USPTO patents (1976-2016) (1) Given the reactants [CH2:1]([O:8][C:9]1[CH:14]=[CH:13][C:12]([Br:15])=[CH:11][C:10]=1[CH:16]([C:20]1[CH:25]=[CH:24][CH:23]=[CH:22][CH:21]=1)[CH2:17][CH2:18][OH:19])[C:2]1[CH:7]=[CH:6][CH:5]=[CH:4][CH:3]=1.N1C=CC=CC=1.[C:32]1([CH3:42])[CH:37]=[CH:36][C:35]([S:38](Cl)(=[O:40])=[O:39])=[CH:34][CH:33]=1, predict the reaction product. The product is: [CH2:1]([O:8][C:9]1[CH:14]=[CH:13][C:12]([Br:15])=[CH:11][C:10]=1[CH:16]([C:20]1[CH:25]=[CH:24][CH:23]=[CH:22][CH:21]=1)[CH2:17][CH2:18][O:19][S:38]([C:35]1[CH:36]=[CH:37][C:32]([CH3:42])=[CH:33][CH:34]=1)(=[O:40])=[O:39])[C:2]1[CH:3]=[CH:4][CH:5]=[CH:6][CH:7]=1. (2) Given the reactants [CH2:1]([C:3]1[S:43][C:6]2[N:7]([CH2:24][C:25]3[CH:30]=[CH:29][C:28]([C:31]4[CH:36]=[CH:35][CH:34]=[CH:33][C:32]=4[C:37]4[NH:41][C:40](=[O:42])[O:39][N:38]=4)=[CH:27][CH:26]=3)[C:8](=[O:23])[N:9]([CH2:12][C:13]([C:15]3[CH:20]=[CH:19][C:18]([O:21][CH3:22])=[CH:17][CH:16]=3)=O)[C:10](=[O:11])[C:5]=2[CH:4]=1)[CH3:2].Cl.[NH2:45][O:46][CH2:47][CH:48]=[CH2:49].N1C=CC=CC=1.Cl, predict the reaction product. The product is: [CH2:47]([O:46][N:45]=[C:13]([C:15]1[CH:16]=[CH:17][C:18]([O:21][CH3:22])=[CH:19][CH:20]=1)[CH2:12][N:9]1[C:10](=[O:11])[C:5]2[CH:4]=[C:3]([CH2:1][CH3:2])[S:43][C:6]=2[N:7]([CH2:24][C:25]2[CH:30]=[CH:29][C:28]([C:31]3[CH:36]=[CH:35][CH:34]=[CH:33][C:32]=3[C:37]3[NH:41][C:40](=[O:42])[O:39][N:38]=3)=[CH:27][CH:26]=2)[C:8]1=[O:23])[CH:48]=[CH2:49]. (3) Given the reactants [CH2:1]([C:9]1[CH:14]=[CH:13][C:12]([CH2:15][CH2:16]O)=[CH:11][CH:10]=1)[CH2:2][CH2:3][CH2:4][CH2:5][CH2:6][CH2:7][CH3:8].[O-]S([O-])=O.[Na+].[Na+].[BrH:24], predict the reaction product. The product is: [CH2:1]([C:9]1[CH:14]=[CH:13][C:12]([CH2:15][CH2:16][Br:24])=[CH:11][CH:10]=1)[CH2:2][CH2:3][CH2:4][CH2:5][CH2:6][CH2:7][CH3:8]. (4) Given the reactants [O:1]1[CH2:5]CC[CH2:2]1.[Br:6][C:7]1[C:11]([C:12]([O:14][CH2:15][CH3:16])=[O:13])=[C:10]([Br:17])[NH:9][N:8]=1.C(N(CC)C(C)C)(C)C.COCCl, predict the reaction product. The product is: [Br:17][C:10]1[C:11]([C:12]([O:14][CH2:15][CH3:16])=[O:13])=[C:7]([Br:6])[N:8]([CH2:2][O:1][CH3:5])[N:9]=1.